Dataset: Forward reaction prediction with 1.9M reactions from USPTO patents (1976-2016). Task: Predict the product of the given reaction. Given the reactants Cl.Cl.[NH:3]1[CH2:8][CH2:7][CH:6](/[CH:9]=[C:10]2/[C:11]([NH:16][CH2:17][C:18]#[CH:19])=[N:12][C:13](=[O:15])[S:14]/2)[CH2:5][CH2:4]1.[C:20]1([CH:30]=O)[C:29]2[C:24](=[CH:25][CH:26]=[CH:27][CH:28]=2)[CH:23]=[CH:22][CH:21]=1.C(O[BH-](OC(=O)C)OC(=O)C)(=O)C.[Na+].C(=O)([O-])O.[Na+], predict the reaction product. The product is: [C:20]1([CH2:30][N:3]2[CH2:8][CH2:7][CH:6](/[CH:9]=[C:10]3/[C:11]([NH:16][CH2:17][C:18]#[CH:19])=[N:12][C:13](=[O:15])[S:14]/3)[CH2:5][CH2:4]2)[C:29]2[C:24](=[CH:25][CH:26]=[CH:27][CH:28]=2)[CH:23]=[CH:22][CH:21]=1.